From a dataset of TCR-epitope binding with 47,182 pairs between 192 epitopes and 23,139 TCRs. Binary Classification. Given a T-cell receptor sequence (or CDR3 region) and an epitope sequence, predict whether binding occurs between them. (1) The epitope is GTHWFVTQR. The TCR CDR3 sequence is CASSLIGGGNTEAFF. Result: 0 (the TCR does not bind to the epitope). (2) The epitope is ILGLPTQTV. The TCR CDR3 sequence is CASSPGVYEQYF. Result: 1 (the TCR binds to the epitope). (3) The epitope is MPASWVMRI. The TCR CDR3 sequence is CASSQEPSYNEQFF. Result: 1 (the TCR binds to the epitope). (4) The epitope is PKYVKQNTLKLAT. The TCR CDR3 sequence is CASSSDDRAGTDTQYF. Result: 0 (the TCR does not bind to the epitope). (5) The epitope is GTSGSPIINR. The TCR CDR3 sequence is CASSLLSGSSNEQFF. Result: 1 (the TCR binds to the epitope). (6) The epitope is YIFFASFYY. The TCR CDR3 sequence is CASSLSGNTEAFF. Result: 1 (the TCR binds to the epitope).